This data is from Full USPTO retrosynthesis dataset with 1.9M reactions from patents (1976-2016). The task is: Predict the reactants needed to synthesize the given product. (1) Given the product [CH2:23]([O:22][C@@H:5]([CH2:6][C:7]1[CH:8]=[CH:9][C:10]([O:13][CH2:14][C:15]2[S:16][C:17]([C:34]3[CH:35]=[CH:36][C:37]([C:40]4[CH:44]=[C:43]([CH2:45][OH:46])[O:42][N:41]=4)=[CH:38][CH:39]=3)=[CH:18][C:19]=2[CH3:20])=[CH:11][CH:12]=1)[C:4]([OH:3])=[O:25])[CH3:24], predict the reactants needed to synthesize it. The reactants are: C([O:3][C:4](=[O:25])[C@@H:5]([O:22][CH2:23][CH3:24])[CH2:6][C:7]1[CH:12]=[CH:11][C:10]([O:13][CH2:14][C:15]2[S:16][C:17](Br)=[CH:18][C:19]=2[CH3:20])=[CH:9][CH:8]=1)C.CC1(C)C(C)(C)OB([C:34]2[CH:39]=[CH:38][C:37]([C:40]3[CH:44]=[C:43]([CH2:45][OH:46])[O:42][N:41]=3)=[CH:36][CH:35]=2)O1. (2) Given the product [CH3:8][C:6]1[CH:5]=[CH:4][C:3]([S:9][C:10]2[CH:11]=[C:12]([OH:16])[CH:13]=[CH:14][CH:15]=2)=[C:2]([NH:1][C:32]2[C:19]3[CH:24]=[CH:23][C:22]([CH2:25][CH2:26][CH3:27])=[N:21][C:20]=3[N:28]=[CH:29][N:30]=2)[CH:7]=1, predict the reactants needed to synthesize it. The reactants are: [NH2:1][C:2]1[CH:7]=[C:6]([CH3:8])[CH:5]=[CH:4][C:3]=1[S:9][C:10]1[CH:11]=[C:12]([OH:16])[CH:13]=[CH:14][CH:15]=1.C([C:19]1[C:20]([N:28]=[CH:29][N:30]([CH3:32])C)=[N:21][C:22]([CH2:25][CH2:26][CH3:27])=[CH:23][CH:24]=1)#N.